This data is from Cav3 T-type calcium channel HTS with 100,875 compounds. The task is: Binary Classification. Given a drug SMILES string, predict its activity (active/inactive) in a high-throughput screening assay against a specified biological target. (1) The molecule is S(=O)(=O)(NCCc1nc2n(c1)cccc2)c1sccc1. The result is 0 (inactive). (2) The drug is O(c1ccc(NC(=O)c2cc(n3nnnc3)ccc2)cc1)C. The result is 0 (inactive).